From a dataset of Catalyst prediction with 721,799 reactions and 888 catalyst types from USPTO. Predict which catalyst facilitates the given reaction. (1) Reactant: C[O:2][C:3]1[C:4]([CH3:39])=[C:5]([C:30]([O:37]C)=[C:31]([O:35][CH3:36])[C:32]=1[O:33][CH3:34])[CH2:6][C:7]1[C:8]([C:24]2[CH:25]=[N:26][CH:27]=[CH:28][CH:29]=2)=[C:9]([CH:21]=[CH:22][CH:23]=1)[C:10]([NH:12][C@H:13]([C:15]1[CH:20]=[CH:19][CH:18]=[CH:17][CH:16]=1)[CH3:14])=[O:11].O=[N+]([O-])[O-].[O-][N+](=O)[O-].[O-][N+](=O)[O-].[O-][N+](=O)[O-].[O-][N+](=O)[O-].[O-][N+](=O)[O-].[Ce+4].[NH4+].[NH4+].C(=O)([O-])O.[Na+]. Product: [CH3:34][O:33][C:32]1[C:3](=[O:2])[C:4]([CH3:39])=[C:5]([CH2:6][C:7]2[C:8]([C:24]3[CH:25]=[N:26][CH:27]=[CH:28][CH:29]=3)=[C:9]([CH:21]=[CH:22][CH:23]=2)[C:10]([NH:12][C@H:13]([C:15]2[CH:20]=[CH:19][CH:18]=[CH:17][CH:16]=2)[CH3:14])=[O:11])[C:30](=[O:37])[C:31]=1[O:35][CH3:36]. The catalyst class is: 47. (2) Reactant: C(O[CH:4](OCC)[CH2:5][O:6][C:7]1[CH:12]=[CH:11][C:10]([C:13]2([C:16]([OH:18])=[O:17])[CH2:15][CH2:14]2)=[CH:9][CH:8]=1)C. Product: [O:6]1[C:7]2[CH:12]=[CH:11][C:10]([C:13]3([C:16]([OH:18])=[O:17])[CH2:15][CH2:14]3)=[CH:9][C:8]=2[CH:4]=[CH:5]1. The catalyst class is: 113. (3) Reactant: [S:1]1[CH2:6][CH2:5][NH:4][C:3]2[CH:7]=[CH:8][CH:9]=[CH:10][C:2]1=2.[C:11]([N:18]1[CH2:22][CH2:21][C:20](=O)[CH2:19]1)([O:13][C:14]([CH3:17])([CH3:16])[CH3:15])=[O:12].C(O)(=O)C.C(O[BH-](OC(=O)C)OC(=O)C)(=O)C.[Na+]. Product: [S:1]1[CH2:6][CH2:5][N:4]([CH:21]2[CH2:20][CH2:19][N:18]([C:11]([O:13][C:14]([CH3:17])([CH3:16])[CH3:15])=[O:12])[CH2:22]2)[C:3]2[CH:7]=[CH:8][CH:9]=[CH:10][C:2]1=2. The catalyst class is: 26. (4) Reactant: [Si]([O:8][C@@H:9]([CH3:42])[C@H:10]([C:22]1[O:26][C:25]([C:27]2[CH:32]=[CH:31][C:30]([NH:33][C:34](=[O:41])[C:35]3[CH:40]=[CH:39][CH:38]=[CH:37][CH:36]=3)=[CH:29][CH:28]=2)=[N:24][N:23]=1)[NH:11][C:12]1[CH:17]=[CH:16][C:15]([C:18]#[N:19])=[C:14]([Cl:20])[C:13]=1[CH3:21])(C(C)(C)C)(C)C.CCCC[N+](CCCC)(CCCC)CCCC.[F-]. Product: [Cl:20][C:14]1[C:13]([CH3:21])=[C:12]([NH:11][C@@H:10]([C:22]2[O:26][C:25]([C:27]3[CH:32]=[CH:31][C:30]([NH:33][C:34](=[O:41])[C:35]4[CH:40]=[CH:39][CH:38]=[CH:37][CH:36]=4)=[CH:29][CH:28]=3)=[N:24][N:23]=2)[C@@H:9]([OH:8])[CH3:42])[CH:17]=[CH:16][C:15]=1[C:18]#[N:19]. The catalyst class is: 1. (5) Reactant: [Br:1][C:2]1[CH:7]=[CH:6][CH:5]=[C:4]([CH2:8][CH3:9])[N:3]=1.[OH-:10].[K+]. Product: [Br:1][C:2]1[CH:7]=[CH:6][CH:5]=[C:4]([CH2:8][CH3:9])[N+:3]=1[O-:10]. The catalyst class is: 15. (6) Reactant: N([O-])=O.[Na+].[N:5]1([CH2:10][CH2:11][N:12]2[C:20]3[C:15](=[CH:16][C:17](N)=[CH:18][CH:19]=3)[CH:14]=[N:13]2)[CH2:9][CH2:8][CH2:7][CH2:6]1.[BrH:22]. Product: [Br:22][C:17]1[CH:16]=[C:15]2[C:20](=[CH:19][CH:18]=1)[N:12]([CH2:11][CH2:10][N:5]1[CH2:9][CH2:8][CH2:7][CH2:6]1)[N:13]=[CH:14]2. The catalyst class is: 6. (7) Reactant: [CH3:1][N:2]([CH3:33])[C:3]1[CH:29]=[CH:28][C:6]([C:7]([NH:9][C:10]2[C:15]([CH3:16])=[CH:14][C:13]([C:17]([F:26])([C:22]([F:25])([F:24])[F:23])[C:18]([F:21])([F:20])[F:19])=[CH:12][C:11]=2[CH3:27])=[O:8])=[CH:5][C:4]=1[N+:30]([O-])=O.[Sn](Cl)(Cl)(Cl)Cl.Cl. Product: [NH2:30][C:4]1[CH:5]=[C:6]([CH:28]=[CH:29][C:3]=1[N:2]([CH3:33])[CH3:1])[C:7]([NH:9][C:10]1[C:15]([CH3:16])=[CH:14][C:13]([C:17]([F:26])([C:22]([F:23])([F:24])[F:25])[C:18]([F:20])([F:21])[F:19])=[CH:12][C:11]=1[CH3:27])=[O:8]. The catalyst class is: 32.